From a dataset of Full USPTO retrosynthesis dataset with 1.9M reactions from patents (1976-2016). Predict the reactants needed to synthesize the given product. (1) Given the product [Cl:18][C:17]1[C:12]([O:11][C:8]2[CH:9]=[CH:10][C:5]([O:4][C:2]([N:32]3[CH2:31][CH2:30][N:29]([CH2:28][CH:24]4[CH2:25][CH2:26][CH2:27][O:23]4)[CH2:34][CH2:33]3)=[O:3])=[CH:6][CH:7]=2)=[N:13][CH:14]=[C:15]([C:19]([F:22])([F:21])[F:20])[CH:16]=1, predict the reactants needed to synthesize it. The reactants are: Cl[C:2]([O:4][C:5]1[CH:10]=[CH:9][C:8]([O:11][C:12]2[C:17]([Cl:18])=[CH:16][C:15]([C:19]([F:22])([F:21])[F:20])=[CH:14][N:13]=2)=[CH:7][CH:6]=1)=[O:3].[O:23]1[CH2:27][CH2:26][CH2:25][CH:24]1[CH2:28][N:29]1[CH2:34][CH2:33][NH:32][CH2:31][CH2:30]1.[K+].[Br-]. (2) Given the product [Br:1][C:2]1[C:7]([F:8])=[CH:6][C:5]([NH:9][C:10]2[N:11]=[C:12]([NH2:13])[NH:18][N:17]=2)=[CH:4][C:3]=1[Cl:16], predict the reactants needed to synthesize it. The reactants are: [Br:1][C:2]1[C:7]([F:8])=[CH:6][C:5]([NH:9][CH:10](SC)[NH:11][C:12]#[N:13])=[CH:4][C:3]=1[Cl:16].[NH2:17][NH2:18]. (3) Given the product [Cl:38][C:39]1[CH:47]=[C:46]([F:48])[C:45]([S:49](=[O:51])(=[O:52])[NH2:50])=[CH:44][C:40]=1[C:41]([N:29]1[CH2:28][CH2:27][C:26]([CH2:25][NH:24][C:22](=[O:23])[C:3]2[C:2]([F:1])=[C:7]([S:8][C:9]3[S:13][C:12]([NH:14][C:15]4[CH:20]=[C:19]([CH3:21])[CH:18]=[CH:17][N:16]=4)=[N:11][CH:10]=3)[CH:6]=[CH:5][N:4]=2)([C:32]2[CH:33]=[CH:34][CH:35]=[CH:36][CH:37]=2)[CH2:31][CH2:30]1)=[O:42], predict the reactants needed to synthesize it. The reactants are: [F:1][C:2]1[C:3]([C:22]([NH:24][CH2:25][C:26]2([C:32]3[CH:37]=[CH:36][CH:35]=[CH:34][CH:33]=3)[CH2:31][CH2:30][NH:29][CH2:28][CH2:27]2)=[O:23])=[N:4][CH:5]=[CH:6][C:7]=1[S:8][C:9]1[S:13][C:12]([NH:14][C:15]2[CH:20]=[C:19]([CH3:21])[CH:18]=[CH:17][N:16]=2)=[N:11][CH:10]=1.[Cl:38][C:39]1[CH:47]=[C:46]([F:48])[C:45]([S:49](=[O:52])(=[O:51])[NH2:50])=[CH:44][C:40]=1[C:41](O)=[O:42]. (4) Given the product [CH3:3][O:4][C:5]1[CH:6]=[CH:7][C:8]2[N:9]([N:11]=[C:12]([C:25]3[CH:30]=[CH:29][CH:28]=[CH:27][CH:26]=3)[C:13]=2[CH2:14][C:15]2[CH:16]=[C:17]([CH:22]=[CH:23][CH:24]=2)[C:18]([OH:20])=[O:19])[CH:10]=1, predict the reactants needed to synthesize it. The reactants are: [OH-].[K+].[CH3:3][O:4][C:5]1[CH:6]=[CH:7][C:8]2[N:9]([N:11]=[C:12]([C:25]3[CH:30]=[CH:29][CH:28]=[CH:27][CH:26]=3)[C:13]=2[CH2:14][C:15]2[CH:16]=[C:17]([CH:22]=[CH:23][CH:24]=2)[C:18]([O:20]C)=[O:19])[CH:10]=1.Cl.